Dataset: Catalyst prediction with 721,799 reactions and 888 catalyst types from USPTO. Task: Predict which catalyst facilitates the given reaction. (1) Reactant: Cl[CH2:2][C@@H:3]([OH:31])[CH2:4][NH:5][C:6]([C:8]1[CH:9]=[N:10][N:11]2[CH:16]=[CH:15][C:14]([N:17]3[CH2:21][CH:20]([OH:22])[CH2:19][C@@H:18]3[C:23]3[CH:28]=[C:27]([F:29])[CH:26]=[CH:25][C:24]=3[OH:30])=[N:13][C:12]=12)=[O:7].C([O-])([O-])=O.[Cs+].[Cs+]. Product: [F:29][C:27]1[CH:26]=[CH:25][C:24]2[O:30][CH2:2][C@@H:3]([OH:31])[CH2:4][NH:5][C:6](=[O:7])[C:8]3=[C:12]4[N:13]=[C:14]([CH:15]=[CH:16][N:11]4[N:10]=[CH:9]3)[N:17]3[C@H:18]([CH2:19][C@@H:20]([OH:22])[CH2:21]3)[C:23]=2[CH:28]=1. The catalyst class is: 3. (2) Reactant: [C:1]([N:5]1[CH2:31][CH2:30][CH2:29][C:8]2[C:9](Br)=[C:10]3[C:19]4[CH:18]=[C:17]([C:20]5[CH:21]=[N:22][CH:23]=[CH:24][CH:25]=5)[C:16]([O:26][CH3:27])=[CH:15][C:14]=4[CH2:13][CH2:12][N:11]3[C:7]=2[C:6]1=[O:32])([CH3:4])([CH3:3])[CH3:2].[N:33]1[CH:38]=[CH:37][CH:36]=[C:35](B(O)O)[CH:34]=1.C([O-])([O-])=O.[K+].[K+]. Product: [C:1]([N:5]1[CH2:31][CH2:30][CH2:29][C:8]2[C:9]([C:35]3[CH:34]=[N:33][CH:38]=[CH:37][CH:36]=3)=[C:10]3[C:19]4[CH:18]=[C:17]([C:20]5[CH:21]=[N:22][CH:23]=[CH:24][CH:25]=5)[C:16]([O:26][CH3:27])=[CH:15][C:14]=4[CH2:13][CH2:12][N:11]3[C:7]=2[C:6]1=[O:32])([CH3:4])([CH3:3])[CH3:2]. The catalyst class is: 437. (3) Reactant: Br[C:2]1[C:3]([O:5][CH2:6][C:7]=1Br)=[O:4].[C:9]1(B(O)O)[CH:14]=[CH:13][CH:12]=[CH:11][CH:10]=1.[C:18]1(C)[CH:23]=[CH:22][CH:21]=[CH:20][CH:19]=1. Product: [C:9]1([C:2]2[C:3]([O:5][CH2:6][C:7]=2[C:18]2[CH:23]=[CH:22][CH:21]=[CH:20][CH:19]=2)=[O:4])[CH:14]=[CH:13][CH:12]=[CH:11][CH:10]=1. The catalyst class is: 189. (4) Reactant: [CH3:1][S:2]([C:5]1[CH:6]=[C:7]2[C:11](=[CH:12][CH:13]=1)[NH:10][C:9](=[O:14])[CH2:8]2)(=[O:4])=[O:3].[CH:15]([C:17]1[NH:18][C:19]([CH3:37])=[C:20]([S:27]([C:30]2[CH:35]=[CH:34][C:33]([CH3:36])=[CH:32][CH:31]=2)(=[O:29])=[O:28])[C:21]=1[CH2:22][CH2:23][C:24]([OH:26])=[O:25])=O.N1CCCCC1. Product: [CH3:1][S:2]([C:5]1[CH:6]=[C:7]2[C:11](=[CH:12][CH:13]=1)[NH:10][C:9](=[O:14])/[C:8]/2=[CH:15]\[C:17]1[NH:18][C:19]([CH3:37])=[C:20]([S:27]([C:30]2[CH:31]=[CH:32][C:33]([CH3:36])=[CH:34][CH:35]=2)(=[O:28])=[O:29])[C:21]=1[CH2:22][CH2:23][C:24]([OH:26])=[O:25])(=[O:4])=[O:3]. The catalyst class is: 8. (5) Product: [CH3:1][O:2][C:3]1[CH:4]=[C:5]2[C:10](=[CH:11][C:12]=1[O:13][CH3:14])[N:9]=[CH:8][N:7]=[C:6]2[O:15][C:16]1[CH:17]=[C:18]([NH:19][C:32]([NH:31][C:29]2[N:28]([C:41]3[CH:46]=[CH:45][C:44]([O:47][CH3:48])=[CH:43][CH:42]=3)[N:27]=[C:26]([CH:23]([CH3:25])[CH3:24])[CH:30]=2)=[O:33])[CH:20]=[CH:21][CH:22]=1. The catalyst class is: 230. Reactant: [CH3:1][O:2][C:3]1[CH:4]=[C:5]2[C:10](=[CH:11][C:12]=1[O:13][CH3:14])[N:9]=[CH:8][N:7]=[C:6]2[O:15][C:16]1[CH:17]=[C:18]([CH:20]=[CH:21][CH:22]=1)[NH2:19].[CH:23]([C:26]1[CH:30]=[C:29]([NH:31][C:32](=O)[O:33]C2C=CC=CC=2)[N:28]([C:41]2[CH:46]=[CH:45][C:44]([O:47][CH3:48])=[CH:43][CH:42]=2)[N:27]=1)([CH3:25])[CH3:24]. (6) Reactant: [Cl:1][C:2]1[CH:3]=[C:4]([CH:25]=[CH:26][C:27]=1[Cl:28])[CH2:5][O:6][C:7]1[CH:8]=[C:9]([C@@H:13]2[O:18][C:17]3[CH:19]=[CH:20][C:21]([CH:23]=O)=[CH:22][C:16]=3[O:15][CH2:14]2)[CH:10]=[CH:11][CH:12]=1.C1CCN2C(=NCCC2)CC1.[CH3:40][C:41]([O:44][C:45]([NH:47][CH:48](P(OC)(OC)=O)[C:49]([O:51][CH3:52])=[O:50])=[O:46])([CH3:43])[CH3:42]. Product: [CH3:52][O:51][C:49](=[O:50])[C:48]([NH:47][C:45]([O:44][C:41]([CH3:42])([CH3:40])[CH3:43])=[O:46])=[CH:23][C:21]1[CH:20]=[CH:19][C:17]2[O:18][C@@H:13]([C:9]3[CH:10]=[CH:11][CH:12]=[C:7]([O:6][CH2:5][C:4]4[CH:25]=[CH:26][C:27]([Cl:28])=[C:2]([Cl:1])[CH:3]=4)[CH:8]=3)[CH2:14][O:15][C:16]=2[CH:22]=1. The catalyst class is: 2. (7) Reactant: [C:1]([O:5][C:6](=[O:20])[NH:7][C:8]1[CH:13]=[C:12](F)[C:11]([C:15]#[N:16])=[CH:10][C:9]=1[N+:17]([O-:19])=[O:18])([CH3:4])([CH3:3])[CH3:2].[NH:21]1[CH2:25][CH2:24][CH2:23][CH2:22]1. Product: [C:1]([O:5][C:6](=[O:20])[NH:7][C:8]1[CH:13]=[C:12]([N:21]2[CH2:25][CH2:24][CH2:23][CH2:22]2)[C:11]([C:15]#[N:16])=[CH:10][C:9]=1[N+:17]([O-:19])=[O:18])([CH3:4])([CH3:3])[CH3:2]. The catalyst class is: 16. (8) Reactant: [CH3:1][O:2][C:3](=[O:10])[C@@H:4]1[CH2:8][CH:7]([CH3:9])[CH2:6][NH:5]1.C(=O)([O-])O.[Na+].Cl[C:17]([O:19][CH2:20][C:21]1[CH:26]=[CH:25][CH:24]=[CH:23][CH:22]=1)=[O:18]. Product: [CH3:1][O:2][C:3](=[O:10])[C@@H:4]1[CH2:8][CH:7]([CH3:9])[CH2:6][N:5]1[C:17]([O:19][CH2:20][C:21]1[CH:26]=[CH:25][CH:24]=[CH:23][CH:22]=1)=[O:18]. The catalyst class is: 11.